From a dataset of Reaction yield outcomes from USPTO patents with 853,638 reactions. Predict the reaction yield, written as a fraction of the theoretical maximum amount of product (1.0 means a 100% yield; for example, 0.34 means a 34% yield). (1) The reactants are C([N-]C(C)C)(C)C.[Li+].[CH3:9][C:10]1[CH:11]=[C:12]([NH:21][C:22]2[N:27]=[C:26]([C:28]([F:31])([F:30])[F:29])[CH:25]=[CH:24][N:23]=2)[CH:13]=[C:14]([C:16]2[S:20][CH:19]=[N:18][CH:17]=2)[CH:15]=1.[Br:32][C:33]1[N:38]=[CH:37][C:36]([C:39](=[O:41])[CH3:40])=[CH:35][CH:34]=1. The catalyst is C1COCC1. The product is [Br:32][C:33]1[N:38]=[CH:37][C:36]([C:39]([C:19]2[S:20][C:16]([C:14]3[CH:13]=[C:12]([NH:21][C:22]4[N:27]=[C:26]([C:28]([F:29])([F:31])[F:30])[CH:25]=[CH:24][N:23]=4)[CH:11]=[C:10]([CH3:9])[CH:15]=3)=[CH:17][N:18]=2)([OH:41])[CH3:40])=[CH:35][CH:34]=1. The yield is 0.218. (2) The reactants are [OH:1][C:2]1[CH:3]=[C:4]([CH:7]=[CH:8][C:9]=1O)[CH:5]=[O:6].[C:11](=[O:14])([O-])[O-].[Cs+].[Cs+].S(O[CH2:22][CH2:23][CH2:24][CH2:25][CH2:26][CH2:27][CH2:28][CH2:29]/[CH:30]=[CH:31]\[CH2:32][CH2:33][CH2:34][CH2:35][CH2:36][CH2:37][CH2:38][CH3:39])(=O)(=O)C. The catalyst is COCCOCCOC. The product is [CH2:22]([O:1][C:2]1[C:3]([O:14][CH2:11][CH2:22][CH2:23][CH2:24][CH2:25][CH2:26][CH2:27][CH2:28]/[CH:29]=[CH:30]\[CH2:31][CH2:32][CH2:33][CH2:34][CH2:35][CH2:36][CH2:37][CH3:38])=[C:4]([CH:7]=[CH:8][CH:9]=1)[CH:5]=[O:6])[CH2:23][CH2:24][CH2:25][CH2:26][CH2:27][CH2:28][CH2:29]/[CH:30]=[CH:31]\[CH2:32][CH2:33][CH2:34][CH2:35][CH2:36][CH2:37][CH2:38][CH3:39]. The yield is 0.890. (3) The yield is 0.920. The catalyst is C1COCC1. The product is [Si:3]([O:10][C@@H:11]1[C@H:15]([CH2:16][O:17][Si:18]([C:21]([CH3:24])([CH3:23])[CH3:22])([CH3:19])[CH3:20])[CH2:14][C@@H:13]([O:25][C:31]2[CH:32]=[C:27]([Cl:26])[N:28]=[CH:29][N:30]=2)[CH2:12]1)([C:6]([CH3:9])([CH3:8])[CH3:7])([CH3:5])[CH3:4]. The reactants are [H-].[Na+].[Si:3]([O:10][C@@H:11]1[C@H:15]([CH2:16][O:17][Si:18]([C:21]([CH3:24])([CH3:23])[CH3:22])([CH3:20])[CH3:19])[CH2:14][C@@H:13]([OH:25])[CH2:12]1)([C:6]([CH3:9])([CH3:8])[CH3:7])([CH3:5])[CH3:4].[Cl:26][C:27]1[CH:32]=[C:31](Cl)[N:30]=[CH:29][N:28]=1. (4) The reactants are Cl[C:2]1[N:7]=[CH:6][N:5]=[C:4]([NH2:8])[CH:3]=1.[C:9]1(B(O)O)[CH:14]=[CH:13][CH:12]=[CH:11][CH:10]=1.C(=O)([O-])[O-].[Na+].[Na+].C(O)C. The catalyst is C(COC)OC.Cl[Pd](Cl)([P](C1C=CC=CC=1)(C1C=CC=CC=1)C1C=CC=CC=1)[P](C1C=CC=CC=1)(C1C=CC=CC=1)C1C=CC=CC=1.O. The product is [C:9]1([C:2]2[N:7]=[CH:6][N:5]=[C:4]([NH2:8])[CH:3]=2)[CH:14]=[CH:13][CH:12]=[CH:11][CH:10]=1. The yield is 0.390. (5) The reactants are [N+:1]([C:4]1[CH:12]=[CH:11][C:7]2[N:8]=[CH:9][NH:10][C:6]=2[CH:5]=1)([O-])=O. The catalyst is CO.[Pd]. The product is [NH:8]1[C:7]2[CH:11]=[CH:12][C:4]([NH2:1])=[CH:5][C:6]=2[N:10]=[CH:9]1. The yield is 1.00. (6) The reactants are [Br:1][CH2:2][C:3](=O)[C@@H:4]([NH:15]C(=O)OC(C)(C)C)[CH2:5][C:6]1[CH:11]=[CH:10][C:9]([N+:12]([O-:14])=[O:13])=[CH:8][CH:7]=1.[S:24]1[CH:28]=[CH:27][CH:26]=[C:25]1[C:29](=[S:31])[NH2:30].C(OCC)C. The catalyst is CC#N. The product is [BrH:1].[N+:12]([C:9]1[CH:8]=[CH:7][C:6]([CH2:5][C@@H:4]([C:3]2[N:30]=[C:29]([C:25]3[S:24][CH:28]=[CH:27][CH:26]=3)[S:31][CH:2]=2)[NH2:15])=[CH:11][CH:10]=1)([O-:14])=[O:13]. The yield is 0.870. (7) The reactants are [CH2:1]([N:5]([C:14](=[O:18])[CH2:15][C:16]#[N:17])[C:6]([NH:8][CH:9]1[CH2:13][CH2:12][CH2:11][CH2:10]1)=[O:7])[CH2:2][CH2:3][CH3:4].[OH-].[Na+].N1C=CC(=O)N[C:22]1=O.[N:29]([C:32]1[CH:37]=[CH:36][C:35](OC)=CC=1)=[C:30]=[S:31].[C:40]([O:43][CH2:44][CH3:45])(=O)C. The catalyst is CO.CN(C=O)C. The product is [NH2:17][C:16]1[N:8]([CH:9]2[CH2:13][CH2:12][CH2:11][CH2:10]2)[C:6](=[O:7])[N:5]([CH2:1][CH2:2][CH2:3][CH3:4])[C:14](=[O:18])[C:15]=1[C:30](=[S:31])[NH:29][CH2:32][C:37]1[CH:22]=[CH:45][C:44]([O:43][CH3:40])=[CH:35][CH:36]=1. The yield is 0.290.